From a dataset of Reaction yield outcomes from USPTO patents with 853,638 reactions. Predict the reaction yield, written as a fraction of the theoretical maximum amount of product (1.0 means a 100% yield; for example, 0.34 means a 34% yield). (1) The reactants are C1(P(C2C=CC=CC=2)C2C=CC=CC=2)C=CC=CC=1.[CH:20]#[C:21][CH2:22][CH2:23][CH2:24][CH2:25][CH2:26][CH3:27].[CH3:28][SiH:29]([CH3:36])[C:30]1[CH:35]=[CH:34][CH:33]=[CH:32][N:31]=1.Cl. The catalyst is C(OCC)C. The product is [CH3:28][Si:29]([CH3:36])([CH:20]=[CH:21][CH2:22][CH2:23][CH2:24][CH2:25][CH2:26][CH3:27])[C:30]1[CH:35]=[CH:34][CH:33]=[CH:32][N:31]=1. The yield is 0.900. (2) The yield is 0.900. The product is [OH:4][C:5]1[CH:10]=[CH:9][C:8]([C:11]2[C:12]([O:40][CH3:41])=[CH:13][CH:14]=[C:15]([C:17]([NH:18][C:19]3[CH:24]=[CH:23][C:22]([C:25]4[CH:30]=[CH:29][C:28]([O:31][CH:32]5[CH2:33][CH2:34][N:35]([CH3:38])[CH2:36][CH2:37]5)=[CH:27][CH:26]=4)=[CH:21][CH:20]=3)=[O:39])[CH:16]=2)=[CH:7][CH:6]=1. The catalyst is CCN(CC)CC.CO. The reactants are C([O:4][C:5]1[CH:10]=[CH:9][C:8]([C:11]2[CH:16]=[C:15]([C:17](=[O:39])[NH:18][C:19]3[CH:24]=[CH:23][C:22]([C:25]4[CH:30]=[CH:29][C:28]([O:31][CH:32]5[CH2:37][CH2:36][N:35]([CH3:38])[CH2:34][CH2:33]5)=[CH:27][CH:26]=4)=[CH:21][CH:20]=3)[CH:14]=[CH:13][C:12]=2[O:40][CH3:41])=[CH:7][CH:6]=1)(=O)C. (3) The product is [CH3:15][C:12]1[N:11]=[C:10]([N:16]2[CH2:20][CH2:19][CH2:18][CH2:17]2)[C:9]([OH:8])=[CH:14][CH:13]=1. The catalyst is CCO.[Pd]. The yield is 0.960. The reactants are C([O:8][C:9]1[C:10]([N:16]2[CH2:20][CH2:19][CH2:18][CH2:17]2)=[N:11][C:12]([CH3:15])=[CH:13][CH:14]=1)C1C=CC=CC=1. (4) The reactants are [F:1][C:2]1[C:10]([N+:11]([O-:13])=[O:12])=[CH:9][CH:8]=[C:7]([F:14])[C:3]=1[C:4]([OH:6])=O.C(Cl)(=O)C(Cl)=O.[NH2:21][C:22]1[CH:23]=[CH:24][C:25]([NH:28][C:29](=[O:31])[CH3:30])=[N:26][CH:27]=1.C(N(CC)CC)C. The catalyst is ClCCl.CN(C)C=O.O1CCCC1.C(OCC)(=O)C. The product is [C:29]([NH:28][C:25]1[N:26]=[CH:27][C:22]([NH:21][C:4](=[O:6])[C:3]2[C:7]([F:14])=[CH:8][CH:9]=[C:10]([N+:11]([O-:13])=[O:12])[C:2]=2[F:1])=[CH:23][CH:24]=1)(=[O:31])[CH3:30]. The yield is 0.840. (5) The reactants are [ClH:1].[CH3:2][N:3]1[C:8]([CH3:9])=[CH:7][C:6](=[O:10])[C:5]([O:11]CC2C=CC=CC=2)=[C:4]1[CH2:19][O:20][CH3:21]. The catalyst is CO.O.[Pd]. The product is [ClH:1].[CH3:2][N:3]1[C:8]([CH3:9])=[CH:7][C:6](=[O:10])[C:5]([OH:11])=[C:4]1[CH2:19][O:20][CH3:21]. The yield is 0.865. (6) The reactants are [N:1]1C=CC=C[C:2]=1C.Cl[S:9]([OH:12])(=O)=[O:10].[CH2:13]([O:20][CH2:21][C@@H:22]1[CH2:26][C@@H:25]([S:27][C:28]([C:41]2[CH:46]=[CH:45][CH:44]=[CH:43][CH:42]=2)([C:35]2[CH:40]=[CH:39][CH:38]=[CH:37][CH:36]=2)[C:29]2[CH:34]=[CH:33][CH:32]=[CH:31][CH:30]=2)[CH2:24][NH:23]1)[C:14]1[CH:19]=[CH:18][CH:17]=[CH:16][CH:15]=1.O=P(Cl)(Cl)Cl.CN. The catalyst is CCO.COCCOC. The product is [CH3:2][NH:1][S:9]([N:23]1[CH2:24][C@H:25]([S:27][C:28]([C:41]2[CH:46]=[CH:45][CH:44]=[CH:43][CH:42]=2)([C:35]2[CH:36]=[CH:37][CH:38]=[CH:39][CH:40]=2)[C:29]2[CH:30]=[CH:31][CH:32]=[CH:33][CH:34]=2)[CH2:26][C@H:22]1[CH2:21][O:20][CH2:13][C:14]1[CH:15]=[CH:16][CH:17]=[CH:18][CH:19]=1)(=[O:12])=[O:10]. The yield is 0.280. (7) The reactants are [CH:1]([C:4]1[N:8]=[C:7]([N:9]2[CH2:14][CH2:13][CH:12]([N:15]3[CH2:19][CH2:18][C@H:17]([NH:20][CH3:21])[C:16]3=[O:22])[CH2:11][CH2:10]2)[S:6][N:5]=1)([CH3:3])[CH3:2].[F:23][C:24]1[CH:29]=[C:28]([S:30]([CH3:33])(=[O:32])=[O:31])[C:27]([F:34])=[CH:26][C:25]=1F.C([O-])([O-])=O.[Na+].[Na+]. The catalyst is CS(C)=O. The yield is 0.280. The product is [F:23][C:24]1[CH:29]=[C:28]([S:30]([CH3:33])(=[O:32])=[O:31])[C:27]([F:34])=[CH:26][C:25]=1[N:20]([CH3:21])[C@H:17]1[CH2:18][CH2:19][N:15]([CH:12]2[CH2:13][CH2:14][N:9]([C:7]3[S:6][N:5]=[C:4]([CH:1]([CH3:3])[CH3:2])[N:8]=3)[CH2:10][CH2:11]2)[C:16]1=[O:22]. (8) The reactants are [F:1][C:2]1[CH:10]=[C:9]([N:11]2[CH2:16][C@@H:15]3[CH2:17][C@H:12]2[CH2:13][N:14]3[C:18]2[CH:23]=[CH:22][CH:21]=[C:20]([C:24]([F:27])([F:26])[F:25])[CH:19]=2)[CH:8]=[CH:7][C:3]=1[C:4]([OH:6])=[O:5].Cl.[CH3:29]COCC. The catalyst is CO. The product is [F:1][C:2]1[CH:10]=[C:9]([N:11]2[CH2:16][C@@H:15]3[CH2:17][C@H:12]2[CH2:13][N:14]3[C:18]2[CH:23]=[CH:22][CH:21]=[C:20]([C:24]([F:25])([F:27])[F:26])[CH:19]=2)[CH:8]=[CH:7][C:3]=1[C:4]([O:6][CH3:29])=[O:5]. The yield is 0.460. (9) The yield is 0.390. The product is [Cl:14][C:8]1[CH:7]=[CH:6][C:5]2[N:4]=[C:3]([N:15]3[CH2:16][CH2:17][N:18]([C:21]([O:23][C:24]([CH3:26])([CH3:25])[CH3:27])=[O:22])[CH2:19][CH2:20]3)[C:2]3[N:1]=[CH:28][N:30]=[CH:12][C:11]=3[C:10]=2[CH:9]=1. The catalyst is C(O)(=O)C. The reactants are [NH2:1][C:2]1[C:3]([N:15]2[CH2:20][CH2:19][N:18]([C:21]([O:23][C:24]([CH3:27])([CH3:26])[CH3:25])=[O:22])[CH2:17][CH2:16]2)=[N:4][C:5]2[C:10]([C:11]=1[CH:12]=O)=[CH:9][C:8]([Cl:14])=[CH:7][CH:6]=2.[CH:28]([NH2:30])=O.C([O-])(O)=O.[Na+]. (10) The reactants are [OH-].[Na+].C[O:4][C:5](=[O:25])[CH2:6][CH2:7][CH2:8][CH2:9][CH2:10][CH2:11][C:12]1[NH:13][C:14]([C:17]2[CH:22]=[CH:21][CH:20]=[CH:19][C:18]=2[O:23][CH3:24])=[CH:15][N:16]=1.Cl. The catalyst is O.CO. The product is [CH3:24][O:23][C:18]1[CH:19]=[CH:20][CH:21]=[CH:22][C:17]=1[C:14]1[NH:13][C:12]([CH2:11][CH2:10][CH2:9][CH2:8][CH2:7][CH2:6][C:5]([OH:25])=[O:4])=[N:16][CH:15]=1. The yield is 0.770.